This data is from Forward reaction prediction with 1.9M reactions from USPTO patents (1976-2016). The task is: Predict the product of the given reaction. (1) Given the reactants [OH:1][C:2]1[C:11]2[C:10](=[O:12])[O:9][C:8](C)(C)O[C:6]=2[CH:5]=[CH:4][CH:3]=1.C(=O)([O-])[O-].[K+].[K+].FC(F)(F)S([O:26][CH2:27][C:28]([F:31])([F:30])[F:29])(=O)=O.Cl, predict the reaction product. The product is: [OH:1][C:2]1[CH:3]=[CH:4][CH:5]=[C:6]([O:26][CH2:27][C:28]([F:31])([F:30])[F:29])[C:11]=1[C:10]([O:9][CH3:8])=[O:12]. (2) The product is: [I:1][C:2]1[C:6]([C:7]#[N:8])=[CH:5][N:4]([CH2:12][O:13][CH2:14][CH2:15][Si:16]([CH3:19])([CH3:18])[CH3:17])[N:3]=1. Given the reactants [I:1][C:2]1[C:6]([C:7]#[N:8])=[CH:5][NH:4][N:3]=1.[H-].[Na+].Cl[CH2:12][O:13][CH2:14][CH2:15][Si:16]([CH3:19])([CH3:18])[CH3:17], predict the reaction product. (3) Given the reactants [Br:1][C:2]1[CH:16]=[CH:15][N:5]2[C:6](=[O:14])[C:7]([C:10](OC)=[O:11])=[CH:8][N:9]=[C:4]2[CH:3]=1.CC(C[AlH]CC(C)C)C, predict the reaction product. The product is: [Br:1][C:2]1[CH:16]=[CH:15][N:5]2[C:6](=[O:14])[C:7]([CH2:10][OH:11])=[CH:8][N:9]=[C:4]2[CH:3]=1.